This data is from Forward reaction prediction with 1.9M reactions from USPTO patents (1976-2016). The task is: Predict the product of the given reaction. (1) Given the reactants [Cl:1][C:2]1[CH:8]=[CH:7][CH:6]=[CH:5][C:3]=1[NH2:4].[Br:9][C:10]1[C:11]([F:21])=[C:12]([F:20])[C:13](F)=[C:14]([CH:18]=1)[C:15]([OH:17])=[O:16].[Li+].C[Si]([N-][Si](C)(C)C)(C)C, predict the reaction product. The product is: [Br:9][C:10]1[C:11]([F:21])=[C:12]([F:20])[C:13]([NH:4][C:3]2[CH:5]=[CH:6][CH:7]=[CH:8][C:2]=2[Cl:1])=[C:14]([CH:18]=1)[C:15]([OH:17])=[O:16]. (2) Given the reactants [OH-].[CH2:2]([N+:6]([CH2:15][CH2:16][CH2:17][CH3:18])([CH2:11][CH2:12][CH2:13][CH3:14])[CH2:7][CH2:8][CH2:9][CH3:10])[CH2:3][CH2:4][CH3:5].[C:19]([OH:32])(=[O:31])[CH2:20][CH2:21][CH2:22][CH2:23][CH2:24][CH2:25][CH2:26][CH2:27][CH2:28][CH2:29][CH3:30], predict the reaction product. The product is: [C:19]([O-:32])(=[O:31])[CH2:20][CH2:21][CH2:22][CH2:23][CH2:24][CH2:25][CH2:26][CH2:27][CH2:28][CH2:29][CH3:30].[CH2:15]([N+:6]([CH2:2][CH2:3][CH2:4][CH3:5])([CH2:7][CH2:8][CH2:9][CH3:10])[CH2:11][CH2:12][CH2:13][CH3:14])[CH2:16][CH2:17][CH3:18]. (3) Given the reactants [Cl:1][CH2:2][CH2:3][CH2:4][O:5][C:6]1[CH:15]=[CH:14][C:9]([C:10]([O:12][CH3:13])=[O:11])=[CH:8][C:7]=1[O:16][CH3:17].[N:18]([O-:20])=[O:19].[Na+].C(O)(=O)C.[N+]([O-])(O)=O, predict the reaction product. The product is: [Cl:1][CH2:2][CH2:3][CH2:4][O:5][C:6]1[C:7]([O:16][CH3:17])=[CH:8][C:9]([C:10]([O:12][CH3:13])=[O:11])=[C:14]([N+:18]([O-:20])=[O:19])[CH:15]=1. (4) Given the reactants [H-].[H-].[H-].[H-].[Li+].[Al+3].[OH:7][C:8]([C:29]1[CH:34]=[CH:33][CH:32]=[CH:31][CH:30]=1)([CH:21]1[CH:26]2[CH2:27][CH2:28][N:23]([CH2:24][CH2:25]2)[CH2:22]1)[CH2:9][CH2:10][C:11]1[CH:20]=[CH:19][C:14]([C:15](OC)=[O:16])=[CH:13][CH:12]=1, predict the reaction product. The product is: [OH:16][CH2:15][C:14]1[CH:13]=[CH:12][C:11]([CH2:10][CH2:9][C:8]([C:29]2[CH:34]=[CH:33][CH:32]=[CH:31][CH:30]=2)([CH:21]2[CH:26]3[CH2:27][CH2:28][N:23]([CH2:24][CH2:25]3)[CH2:22]2)[OH:7])=[CH:20][CH:19]=1. (5) Given the reactants [CH2:1]([C:5]1[N:10]=[CH:9][C:8]([C:11]2[O:15][N:14]=[C:13]([C:16]3[CH:21]=[CH:20][C:19]([CH2:22][C:23]([OH:25])=O)=[CH:18][CH:17]=3)[N:12]=2)=[CH:7][C:6]=1[CH3:26])[CH:2]([CH3:4])[CH3:3].C[O:28][C:29]([CH:31]1[CH2:34][NH:33][CH2:32]1)=[O:30], predict the reaction product. The product is: [CH2:1]([C:5]1[N:10]=[CH:9][C:8]([C:11]2[O:15][N:14]=[C:13]([C:16]3[CH:21]=[CH:20][C:19]([CH2:22][C:23]([N:33]4[CH2:34][CH:31]([C:29]([OH:30])=[O:28])[CH2:32]4)=[O:25])=[CH:18][CH:17]=3)[N:12]=2)=[CH:7][C:6]=1[CH3:26])[CH:2]([CH3:4])[CH3:3]. (6) Given the reactants COC(C[CH:6]1[C:15]2[C:10](=[CH:11][CH:12]=[CH:13][CH:14]=2)[N:9]=[C:8]([N:16]2[CH2:21][CH2:20][CH2:19][CH2:18][CH2:17]2)[N:7]1[C:22]1[CH:27]=[CH:26][CH:25]=[CH:24][CH:23]=1)=O.[OH-:28].[Li+].C1[CH2:34][O:33]CC1.O, predict the reaction product. The product is: [C:34]([CH:6]1[C:15]2[C:10](=[CH:11][CH:12]=[CH:13][CH:14]=2)[N:9]=[C:8]([N:16]2[CH2:17][CH2:18][CH2:19][CH2:20][CH2:21]2)[N:7]1[C:22]1[CH:23]=[CH:24][CH:25]=[CH:26][CH:27]=1)([OH:33])=[O:28]. (7) The product is: [Cl:11][C:7]1[C:2]([OH:1])=[N:3][CH:4]=[C:5]([N+:8]([O-:10])=[O:9])[CH:6]=1. Given the reactants [OH:1][C:2]1[CH:7]=[CH:6][C:5]([N+:8]([O-:10])=[O:9])=[CH:4][N:3]=1.[ClH:11], predict the reaction product.